The task is: Predict which catalyst facilitates the given reaction.. This data is from Catalyst prediction with 721,799 reactions and 888 catalyst types from USPTO. (1) Reactant: [CH3:1][C:2]1[CH:3]=[CH:4][C:5]2[N:9]=[C:8]([C@@H:10]([NH2:12])[CH3:11])[N:7]([C:13]3[CH:18]=[CH:17][CH:16]=[CH:15][CH:14]=3)[C:6]=2[CH:19]=1.Cl[C:21]1[N:29]=[CH:28][N:27]=[C:26]2[C:22]=1[N:23]=[CH:24][NH:25]2.CCN(C(C)C)C(C)C. Product: [CH3:1][C:2]1[CH:3]=[CH:4][C:5]2[N:9]=[C:8]([C@@H:10]([NH:12][C:21]3[N:29]=[CH:28][N:27]=[C:26]4[C:22]=3[N:23]=[CH:24][NH:25]4)[CH3:11])[N:7]([C:13]3[CH:14]=[CH:15][CH:16]=[CH:17][CH:18]=3)[C:6]=2[CH:19]=1. The catalyst class is: 12. (2) Reactant: [Mg].II.Cl[CH2:5][CH2:6][CH2:7][CH2:8][O:9][CH3:10].[C:11]([O:15][C:16]([N:18]1[CH2:23][CH2:22][CH2:21][C@@H:20]([C:24](=[O:38])[C:25]2[CH:30]=[CH:29][CH:28]=[CH:27][C:26]=2[C:31]2[CH:36]=[CH:35][CH:34]=[CH:33][C:32]=2[Cl:37])[CH2:19]1)=[O:17])([CH3:14])([CH3:13])[CH3:12]. Product: [Cl:37][C:32]1[CH:33]=[CH:34][CH:35]=[CH:36][C:31]=1[C:26]1[CH:27]=[CH:28][CH:29]=[CH:30][C:25]=1[C@:24]([C@@H:20]1[CH2:21][CH2:22][CH2:23][N:18]([C:16]([O:15][C:11]([CH3:14])([CH3:13])[CH3:12])=[O:17])[CH2:19]1)([OH:38])[CH2:5][CH2:6][CH2:7][CH2:8][O:9][CH3:10]. The catalyst class is: 1. (3) Reactant: [CH3:1][O:2][C:3]([C:5]1[C:9]2[N:10]=[CH:11][N:12](COCC[Si](C)(C)C)[C:13](=[O:14])[C:8]=2[N:7]([CH2:23][O:24][CH2:25][CH2:26][Si:27]([CH3:30])([CH3:29])[CH3:28])[C:6]=1[Cl:31])=[O:4].CCCC[N+](CCCC)(CCCC)CCCC.[F-]. Product: [CH3:1][O:2][C:3]([C:5]1[C:9]2[N:10]=[CH:11][NH:12][C:13](=[O:14])[C:8]=2[N:7]([CH2:23][O:24][CH2:25][CH2:26][Si:27]([CH3:30])([CH3:29])[CH3:28])[C:6]=1[Cl:31])=[O:4]. The catalyst class is: 1. (4) Reactant: [C:1]([C:3]1[CH:4]=[C:5]([S:18]([N:21](CC2C=CC(OC)=CC=2OC)[C:22]2[S:26][N:25]=[CH:24][N:23]=2)(=[O:20])=[O:19])[CH:6]=[CH:7][C:8]=1[S:9][C:10]1[CH:15]=[CH:14][CH:13]=[C:12]([O:16][CH3:17])[CH:11]=1)#[N:2].Cl. Product: [C:1]([C:3]1[CH:4]=[C:5]([S:18]([NH:21][C:22]2[S:26][N:25]=[CH:24][N:23]=2)(=[O:19])=[O:20])[CH:6]=[CH:7][C:8]=1[S:9][C:10]1[CH:15]=[CH:14][CH:13]=[C:12]([O:16][CH3:17])[CH:11]=1)#[N:2]. The catalyst class is: 12. (5) The catalyst class is: 365. Reactant: [I:1][C:2]1[CH:7]=[CH:6][C:5]([CH2:8][C:9]#[N:10])=[CH:4][CH:3]=1.B.Cl.O1CCOCC1. Product: [I:1][C:2]1[CH:7]=[CH:6][C:5]([CH2:8][CH2:9][NH2:10])=[CH:4][CH:3]=1. (6) Reactant: [CH3:1][C:2]([O:5][C:6]([NH:8][CH:9](P(OC)(OC)=O)[C:10]([O:12][CH3:13])=[O:11])=[O:7])([CH3:4])[CH3:3].C1CCN2C(=NCCC2)CC1.[Cl:31][C:32]1[N:39]=[C:38]([C:40]([F:43])([F:42])[F:41])[CH:37]=[CH:36][C:33]=1[CH:34]=O. Product: [C:2]([O:5][C:6]([NH:8]/[C:9](=[CH:34]/[C:33]1[C:32]([Cl:31])=[N:39][C:38]([C:40]([F:42])([F:43])[F:41])=[CH:37][CH:36]=1)/[C:10]([O:12][CH3:13])=[O:11])=[O:7])([CH3:1])([CH3:3])[CH3:4]. The catalyst class is: 2.